Dataset: Reaction yield outcomes from USPTO patents with 853,638 reactions. Task: Predict the reaction yield, written as a fraction of the theoretical maximum amount of product (1.0 means a 100% yield; for example, 0.34 means a 34% yield). The reactants are [Na+].[C:2]1([CH3:11])[CH:7]=[CH:6][C:5]([S:8]([O-:10])=[O:9])=[CH:4][CH:3]=1.[CH2:12]([C:16](=[CH2:19])[CH:17]=[O:18])[CH2:13][CH2:14][CH3:15]. The catalyst is C(O)(=O)C.O. The product is [CH3:11][C:2]1[CH:7]=[CH:6][C:5]([S:8]([CH2:19][CH:16]([CH2:12][CH2:13][CH2:14][CH3:15])[CH:17]=[O:18])(=[O:10])=[O:9])=[CH:4][CH:3]=1. The yield is 0.750.